Predict the reactants needed to synthesize the given product. From a dataset of Full USPTO retrosynthesis dataset with 1.9M reactions from patents (1976-2016). (1) Given the product [Cl:1][C:2]1[C:3]([CH2:16][O:17][CH:18]2[CH2:23][CH2:22][CH2:21][CH2:20][CH2:19]2)=[CH:4][C:5]([F:15])=[C:6]([CH:14]=1)[C:7]([OH:9])=[O:8], predict the reactants needed to synthesize it. The reactants are: [Cl:1][C:2]1[C:3]([CH2:16][O:17][CH:18]2[CH2:23][CH2:22][CH2:21][CH2:20][CH2:19]2)=[CH:4][C:5]([F:15])=[C:6]([CH:14]=1)[C:7]([O:9]C(C)(C)C)=[O:8].FC(F)(F)C(O)=O. (2) Given the product [CH2:1]([N:8]1[C:16]2[C:11](=[CH:12][CH:13]=[C:14]([O:17][CH2:34][C:35]3[O:36][CH:37]=[CH:38][N:39]=3)[CH:15]=2)[C:10]([C:18]([NH:20][CH2:21][C:22]2[CH:27]=[CH:26][C:25]([F:28])=[C:24]([F:29])[CH:23]=2)=[O:19])=[C:9]1[CH:30]([CH3:32])[CH3:31])[C:2]1[CH:7]=[CH:6][CH:5]=[CH:4][CH:3]=1, predict the reactants needed to synthesize it. The reactants are: [CH2:1]([N:8]1[C:16]2[C:11](=[CH:12][CH:13]=[C:14]([OH:17])[CH:15]=2)[C:10]([C:18]([NH:20][CH2:21][C:22]2[CH:27]=[CH:26][C:25]([F:28])=[C:24]([F:29])[CH:23]=2)=[O:19])=[C:9]1[CH:30]([CH3:32])[CH3:31])[C:2]1[CH:7]=[CH:6][CH:5]=[CH:4][CH:3]=1.Cl[CH2:34][C:35]1[O:36][CH:37]=[CH:38][N:39]=1. (3) Given the product [CH2:16]([N:10]1[C:9](=[O:23])[C:8]2[C:7]([C:24]3[CH:25]=[N:26][CH:27]=[C:28]([F:30])[CH:29]=3)=[N:6][C:5]([C:3]([NH:31][CH2:32][CH2:33][C:34]([OH:36])=[O:35])=[O:4])=[C:14]([OH:15])[C:13]=2[CH:12]=[CH:11]1)[C:17]1[CH:18]=[CH:19][CH:20]=[CH:21][CH:22]=1, predict the reactants needed to synthesize it. The reactants are: CO[C:3]([C:5]1[N:6]=[C:7]([C:24]2[CH:25]=[N:26][CH:27]=[C:28]([F:30])[CH:29]=2)[C:8]2[C:9](=[O:23])[N:10]([CH2:16][C:17]3[CH:22]=[CH:21][CH:20]=[CH:19][CH:18]=3)[CH:11]=[CH:12][C:13]=2[C:14]=1[OH:15])=[O:4].[NH2:31][CH2:32][CH2:33][C:34]([OH:36])=[O:35].C[O-].[Na+]. (4) Given the product [ClH:33].[F:27][C:24]([F:25])([F:26])[C:23]([N:9]([CH2:8][C:5]1[CH:6]=[CH:7][C:2]([F:1])=[CH:3][C:4]=1[C:29]([F:30])([F:31])[F:32])[CH:10]1[CH2:11][CH2:12][NH:13][CH2:14][CH2:15]1)=[O:28], predict the reactants needed to synthesize it. The reactants are: [F:1][C:2]1[CH:7]=[CH:6][C:5]([CH2:8][N:9]([C:23](=[O:28])[C:24]([F:27])([F:26])[F:25])[CH:10]2[CH2:15][CH2:14][N:13](C(OC(C)(C)C)=O)[CH2:12][CH2:11]2)=[C:4]([C:29]([F:32])([F:31])[F:30])[CH:3]=1.[ClH:33].O1CCOCC1. (5) Given the product [Br:5][C:6]1[CH:7]=[N+:8]([O-:12])[CH:9]=[CH:10][C:11]=1[N+:1]([O-:4])=[O:2], predict the reactants needed to synthesize it. The reactants are: [N+:1]([O-:4])(O)=[O:2].[Br:5][C:6]1[CH:7]=[N+:8]([O-:12])[CH:9]=[CH:10][CH:11]=1.[OH-].[Na+].